From a dataset of Reaction yield outcomes from USPTO patents with 853,638 reactions. Predict the reaction yield, written as a fraction of the theoretical maximum amount of product (1.0 means a 100% yield; for example, 0.34 means a 34% yield). (1) The reactants are Br[C:2]1[C:3](=[O:22])[NH:4][C:5](=[O:21])[N:6]([CH2:9][C:10]2[C:15]([C:16]([F:19])([F:18])[F:17])=[CH:14][CH:13]=[CH:12][C:11]=2[F:20])[C:7]=1[CH3:8].[CH2:23]([N:30]1[CH2:35][CH2:34][NH:33][CH2:32][CH2:31]1)[C:24]1[CH:29]=[CH:28][CH:27]=[CH:26][CH:25]=1. The catalyst is C(#N)C. The product is [CH2:23]([N:30]1[CH2:35][CH2:34][N:33]([C:2]2[C:3](=[O:22])[NH:4][C:5](=[O:21])[N:6]([CH2:9][C:10]3[C:15]([C:16]([F:19])([F:18])[F:17])=[CH:14][CH:13]=[CH:12][C:11]=3[F:20])[C:7]=2[CH3:8])[CH2:32][CH2:31]1)[C:24]1[CH:25]=[CH:26][CH:27]=[CH:28][CH:29]=1. The yield is 0.790. (2) The reactants are [F:1][C:2]1[CH:3]=[C:4]([S:8](Cl)(=[O:10])=[O:9])[CH:5]=[CH:6][CH:7]=1.[NH2:12][C:13]1[CH:19]=[CH:18][C:17]([N:20]2[CH2:25][CH2:24][N:23]([CH3:26])[CH2:22][CH2:21]2)=[CH:16][C:14]=1[NH2:15].N1C=CC=CC=1. The catalyst is C(Cl)Cl. The product is [F:1][C:2]1[CH:3]=[C:4]([S:8]([NH:12][C:13]2[CH:19]=[CH:18][C:17]([N:20]3[CH2:21][CH2:22][N:23]([CH3:26])[CH2:24][CH2:25]3)=[CH:16][C:14]=2[NH2:15])(=[O:10])=[O:9])[CH:5]=[CH:6][CH:7]=1. The yield is 0.570.